This data is from Full USPTO retrosynthesis dataset with 1.9M reactions from patents (1976-2016). The task is: Predict the reactants needed to synthesize the given product. Given the product [F:11][C:2]([F:1])([F:10])[C:3]1[CH:4]=[C:5]([NH:9][C:29](=[O:30])[O:28][C:24]([CH3:27])([CH3:26])[CH3:25])[CH:6]=[N:7][CH:8]=1, predict the reactants needed to synthesize it. The reactants are: [F:1][C:2]([F:11])([F:10])[C:3]1[CH:4]=[C:5]([NH2:9])[CH:6]=[N:7][CH:8]=1.C[Si]([NH-])(C)C.C[Si]([NH-])(C)C.[Na+].[Na+].[C:24]([O:28][C:29](O[C:29]([O:28][C:24]([CH3:27])([CH3:26])[CH3:25])=[O:30])=[O:30])([CH3:27])([CH3:26])[CH3:25].